Dataset: TCR-epitope binding with 47,182 pairs between 192 epitopes and 23,139 TCRs. Task: Binary Classification. Given a T-cell receptor sequence (or CDR3 region) and an epitope sequence, predict whether binding occurs between them. (1) The epitope is LLSAGIFGA. The TCR CDR3 sequence is CASSPEAGANVLTF. Result: 0 (the TCR does not bind to the epitope). (2) The epitope is VLAWLYAAV. The TCR CDR3 sequence is CASSYQQGSQPQHF. Result: 0 (the TCR does not bind to the epitope). (3) The epitope is ELAGIGILTV. The TCR CDR3 sequence is CASSQDHNRGQGYTF. Result: 1 (the TCR binds to the epitope). (4) The epitope is PROT_97E67BCC. The TCR CDR3 sequence is CASSRRTSGGSDTQYF. Result: 1 (the TCR binds to the epitope). (5) The epitope is KLNVGDYFV. The TCR CDR3 sequence is CASSPGGNPGGDEQFF. Result: 1 (the TCR binds to the epitope). (6) The epitope is HLVDFQVTI. The TCR CDR3 sequence is CASSGGTGGNEQFF. Result: 0 (the TCR does not bind to the epitope). (7) The epitope is IPIQASLPF. The TCR CDR3 sequence is CASSLGVTSSTDTQYF. Result: 1 (the TCR binds to the epitope). (8) The epitope is PKYVKQNTLKLAT. The TCR CDR3 sequence is CASSVAPGPDSPLHF. Result: 1 (the TCR binds to the epitope).